This data is from Full USPTO retrosynthesis dataset with 1.9M reactions from patents (1976-2016). The task is: Predict the reactants needed to synthesize the given product. (1) The reactants are: Cl.[Cl:2][C:3]1[CH:8]=[C:7]([Cl:9])[C:6]([Cl:10])=[CH:5][C:4]=1[NH:11][NH2:12].O.Cl.[NH:15]1[CH2:20][CH2:19][C:18](=O)[CH2:17][CH2:16]1. Given the product [ClH:2].[NH:15]1[CH2:20][CH2:19][C:18](=[N:12][NH:11][C:4]2[CH:5]=[C:6]([Cl:10])[C:7]([Cl:9])=[CH:8][C:3]=2[Cl:2])[CH2:17][CH2:16]1, predict the reactants needed to synthesize it. (2) Given the product [Br:8][C:6]1[CH:5]=[C:4]([F:9])[C:3]2[O:10][C:15]([CH:14]3[CH2:18][CH2:19][NH:11][CH2:12][CH2:13]3)=[N:1][C:2]=2[CH:7]=1, predict the reactants needed to synthesize it. The reactants are: [NH2:1][C:2]1[CH:7]=[C:6]([Br:8])[CH:5]=[C:4]([F:9])[C:3]=1[OH:10].[NH:11]1[CH2:19][CH2:18][CH:14]([C:15](O)=O)[CH2:13][CH2:12]1.[OH-].[Na+].